From a dataset of Full USPTO retrosynthesis dataset with 1.9M reactions from patents (1976-2016). Predict the reactants needed to synthesize the given product. (1) The reactants are: Br[CH:2]1[CH2:6][CH2:5][N:4]([C:7]2[CH:12]=[CH:11][C:10]([N:13]([CH3:28])[C:14](=[O:27])[C:15]3[CH:20]=[CH:19][C:18]([CH:21]4[CH2:26][CH2:25][CH2:24][CH2:23][CH2:22]4)=[CH:17][CH:16]=3)=[CH:9][CH:8]=2)[C:3]1=[O:29].[CH3:30][NH2:31]. Given the product [CH:21]1([C:18]2[CH:19]=[CH:20][C:15]([C:14]([N:13]([CH3:28])[C:10]3[CH:11]=[CH:12][C:7]([N:4]4[CH2:5][CH2:6][CH:2]([NH:31][CH3:30])[C:3]4=[O:29])=[CH:8][CH:9]=3)=[O:27])=[CH:16][CH:17]=2)[CH2:26][CH2:25][CH2:24][CH2:23][CH2:22]1, predict the reactants needed to synthesize it. (2) The reactants are: [Br:1][C:2]1[CH:7]=[CH:6][C:5]([C:8]2[N:9](Cl)[CH:10]([C:14]3[C:19]([F:20])=[CH:18][CH:17]=[CH:16][C:15]=3[F:21])[N:11]=[CH:12][CH:13]=2)=[CH:4][CH:3]=1.[C-:23]#[N:24].[K+].C1(C)C=CC=CC=1S([O-])=O.[Na+]. Given the product [Br:1][C:2]1[CH:7]=[CH:6][C:5]([C:8]2[N:9]([C:23]#[N:24])[CH:10]([C:14]3[C:19]([F:20])=[CH:18][CH:17]=[CH:16][C:15]=3[F:21])[N:11]=[CH:12][CH:13]=2)=[CH:4][CH:3]=1, predict the reactants needed to synthesize it. (3) The reactants are: Cl.[NH2:2][C:3]1([C:6]([O:8][CH2:9][CH3:10])=[O:7])[CH2:5][CH2:4]1.Br[CH2:12][C:13]([C:15]1[CH:20]=[CH:19][CH:18]=[CH:17][CH:16]=1)=[O:14].C([O-])(O)=O.[Na+].O. Given the product [O:14]=[C:13]([C:15]1[CH:20]=[CH:19][CH:18]=[CH:17][CH:16]=1)[CH2:12][NH:2][C:3]1([C:6]([O:8][CH2:9][CH3:10])=[O:7])[CH2:5][CH2:4]1, predict the reactants needed to synthesize it. (4) Given the product [CH3:31][O:32][C:33]1[CH:34]=[C:35]([C:41]2[C@@H:50]3[C@@H:45]([CH2:46][CH2:47][CH2:48][CH2:49]3)[C:44](=[O:51])[N:43]([CH:52]3[CH2:53][CH2:54][N:55]([C:18](=[O:20])[C@H:9]([NH:8][C:6](=[O:7])[O:5][C:1]([CH3:2])([CH3:3])[CH3:4])[CH2:10][C:11]4[CH:12]=[CH:13][C:14]([CH3:17])=[CH:15][CH:16]=4)[CH2:56][CH2:57]3)[N:42]=2)[CH:36]=[CH:37][C:38]=1[O:39][CH3:40], predict the reactants needed to synthesize it. The reactants are: [C:1]([O:5][C:6]([NH:8][C@@H:9]([C:18]([OH:20])=O)[CH2:10][C:11]1[CH:16]=[CH:15][C:14]([CH3:17])=[CH:13][CH:12]=1)=[O:7])([CH3:4])([CH3:3])[CH3:2].CCN(C(C)C)C(C)C.Cl.[CH3:31][O:32][C:33]1[CH:34]=[C:35]([C:41]2[C@@H:50]3[C@@H:45]([CH2:46][CH2:47][CH2:48][CH2:49]3)[C:44](=[O:51])[N:43]([CH:52]3[CH2:57][CH2:56][NH:55][CH2:54][CH2:53]3)[N:42]=2)[CH:36]=[CH:37][C:38]=1[O:39][CH3:40].CCOC(C(C#N)=NOC(N1CCOCC1)=[N+](C)C)=O.F[P-](F)(F)(F)(F)F.C(=O)(O)[O-].[Na+]. (5) Given the product [CH:1]1([N:10]2[CH2:14][CH2:13][CH:12]([CH:15]([OH:16])[C:17]3[N:21]([CH3:22])[N:20]=[C:19]([O:23][CH3:24])[CH:18]=3)[C:11]2=[O:25])[C:9]2[C:4](=[CH:5][CH:6]=[CH:7][CH:8]=2)[CH2:3][CH2:2]1, predict the reactants needed to synthesize it. The reactants are: [CH:1]1([N:10]2[CH2:14][CH2:13][CH:12]([C:15]([C:17]3[N:21]([CH3:22])[N:20]=[C:19]([O:23][CH3:24])[CH:18]=3)=[O:16])[C:11]2=[O:25])[C:9]2[C:4](=[CH:5][CH:6]=[CH:7][CH:8]=2)[CH2:3][CH2:2]1.[BH4-].[Na+]. (6) Given the product [Cl:21][C:18]1[CH:19]=[CH:20][C:15]([C:11]2([OH:14])[CH2:12][CH2:13][NH:8][CH2:9][CH2:10]2)=[CH:16][C:17]=1[O:22][CH3:23].[ClH:24], predict the reactants needed to synthesize it. The reactants are: C(OC([N:8]1[CH2:13][CH2:12][C:11]([C:15]2[CH:20]=[CH:19][C:18]([Cl:21])=[C:17]([O:22][CH3:23])[CH:16]=2)([OH:14])[CH2:10][CH2:9]1)=O)(C)(C)C.[ClH:24].